This data is from Full USPTO retrosynthesis dataset with 1.9M reactions from patents (1976-2016). The task is: Predict the reactants needed to synthesize the given product. (1) Given the product [CH3:34][NH:35][C:2]1[CH:7]=[C:6]([C@@H:8]([NH:11][C:12]([C:14]2[C:15]3[CH:22]=[N:21][N:20]([C:23]4[CH:28]=[CH:27][C:26]([F:29])=[CH:25][CH:24]=4)[C:16]=3[CH:17]=[N:18][CH:19]=2)=[O:13])[CH2:9][CH3:10])[CH:5]=[CH:4][N:3]=1, predict the reactants needed to synthesize it. The reactants are: Br[C:2]1[CH:7]=[C:6]([C@@H:8]([NH:11][C:12]([C:14]2[C:15]3[CH:22]=[N:21][N:20]([C:23]4[CH:28]=[CH:27][C:26]([F:29])=[CH:25][CH:24]=4)[C:16]=3[CH:17]=[N:18][CH:19]=2)=[O:13])[CH2:9][CH3:10])[CH:5]=[CH:4][N:3]=1.Cl.CN.C[CH2:34][N:35](C(C)C)C(C)C. (2) Given the product [NH:20]1[C:21]2[C:26](=[CH:25][CH:24]=[CH:23][CH:22]=2)[C:18]([C@@H:17]2[CH2:16][NH:15][CH2:14][C@H:13]2[C:1]2[C:11]3=[C:12]4[C:7](=[CH:8][CH:9]=[CH:10]3)[CH2:6][CH2:5][CH2:4][N:3]4[CH:2]=2)=[CH:19]1, predict the reactants needed to synthesize it. The reactants are: [C:1]1([C@H:13]2[C@H:17]([C:18]3[C:26]4[C:21](=[CH:22][CH:23]=[CH:24][CH:25]=4)[NH:20][CH:19]=3)[C:16](=O)[NH:15][C:14]2=O)[C:11]2=[C:12]3[C:7](=[CH:8][CH:9]=[CH:10]2)[CH2:6][CH2:5][CH2:4][N:3]3[CH:2]=1.N#N.[H-].[H-].[H-].[H-].[Li+].[Al+3].O. (3) Given the product [CH3:26][C:16]1[CH:17]=[CH:18][C:19]([S:22]([OH:25])(=[O:24])=[O:23])=[CH:20][CH:21]=1.[CH3:26][C:16]1[CH:17]=[CH:18][C:19]([S:22]([OH:25])(=[O:24])=[O:23])=[CH:20][CH:21]=1.[N:1]1[CH:6]=[CH:5][CH:4]=[C:3]([N:7]2[CH2:8][CH:9]3[CH2:15][CH:13]([CH2:12][NH:11][CH2:10]3)[CH2:14]2)[CH:2]=1, predict the reactants needed to synthesize it. The reactants are: [N:1]1[CH:6]=[CH:5][CH:4]=[C:3]([N:7]2[CH2:14][CH:13]3[CH2:15][CH:9]([CH2:10][NH:11][CH2:12]3)[CH2:8]2)[CH:2]=1.[C:16]1([CH3:26])[CH:21]=[CH:20][C:19]([S:22]([OH:25])(=[O:24])=[O:23])=[CH:18][CH:17]=1. (4) Given the product [Cl:1][C:2]1[CH:7]=[CH:6][C:5]([S:8]([N:11]2[C:20]3[C:15](=[CH:16][CH:17]=[CH:18][CH:19]=3)[CH2:14][CH2:13][CH2:12]2)(=[O:9])=[O:10])=[CH:4][C:3]=1[N:21]1[CH2:30][C:29]2[C:24](=[CH:25][CH:26]=[C:27]([CH2:31][OH:32])[CH:28]=2)[NH:23][C:22]1=[O:34], predict the reactants needed to synthesize it. The reactants are: [Cl:1][C:2]1[CH:7]=[CH:6][C:5]([S:8]([N:11]2[C:20]3[C:15](=[CH:16][CH:17]=[CH:18][CH:19]=3)[CH2:14][CH2:13][CH2:12]2)(=[O:10])=[O:9])=[CH:4][C:3]=1[N:21]1[CH2:30][C:29]2[C:24](=[CH:25][CH:26]=[C:27]([C:31](O)=[O:32])[CH:28]=2)[NH:23][C:22]1=[O:34].B. (5) Given the product [Cl:1][C:2]1[CH:7]=[CH:6][C:5]([C:8]2([NH:11][C:12]3[N:17]=[C:16]([O:18][CH2:19][C:20]([F:21])([F:23])[F:22])[N:15]=[C:14]([NH:24][C:25]4[CH:26]=[CH:27][C:28]([C:29]([NH:34][CH2:35][C:36]([O:38][CH2:39][CH3:40])=[O:37])=[O:30])=[CH:32][CH:33]=4)[N:13]=3)[CH2:10][CH2:9]2)=[CH:4][CH:3]=1, predict the reactants needed to synthesize it. The reactants are: [Cl:1][C:2]1[CH:7]=[CH:6][C:5]([C:8]2([NH:11][C:12]3[N:17]=[C:16]([O:18][CH2:19][C:20]([F:23])([F:22])[F:21])[N:15]=[C:14]([NH:24][C:25]4[CH:33]=[CH:32][C:28]([C:29](O)=[O:30])=[CH:27][CH:26]=4)[N:13]=3)[CH2:10][CH2:9]2)=[CH:4][CH:3]=1.[NH2:34][CH2:35][C:36]([O:38][CH2:39][CH3:40])=[O:37].CN(C(ON1N=NC2C=CC=NC1=2)=[N+](C)C)C.F[P-](F)(F)(F)(F)F.CCN(C(C)C)C(C)C. (6) Given the product [CH:26]1[C:35]2[C:30](=[CH:31][CH:32]=[CH:33][CH:34]=2)[CH:29]=[CH:28][C:27]=1[N:36]1[CH2:40][CH2:39][N:38]([C:16]2[CH:17]=[N:18][CH:19]=[C:20]([C:22]([F:25])([F:24])[F:23])[CH:21]=2)[C:37]1=[O:41], predict the reactants needed to synthesize it. The reactants are: N[C@@H]1CCCC[C@H]1N.C(=O)([O-])[O-].[K+].[K+].Br[C:16]1[CH:17]=[N:18][CH:19]=[C:20]([C:22]([F:25])([F:24])[F:23])[CH:21]=1.[CH:26]1[C:35]2[C:30](=[CH:31][CH:32]=[CH:33][CH:34]=2)[CH:29]=[CH:28][C:27]=1[N:36]1[CH2:40][CH2:39][NH:38][C:37]1=[O:41].